Dataset: Reaction yield outcomes from USPTO patents with 853,638 reactions. Task: Predict the reaction yield, written as a fraction of the theoretical maximum amount of product (1.0 means a 100% yield; for example, 0.34 means a 34% yield). The reactants are O[CH2:2][C:3]1[CH:11]=[C:10]2[C:6]([C:7]([CH2:21][N:22]([CH3:30])[C:23](=[O:29])[O:24][C:25]([CH3:28])([CH3:27])[CH3:26])=[CH:8][N:9]2[S:12]([C:15]2[CH:16]=[N:17][CH:18]=[CH:19][CH:20]=2)(=[O:14])=[O:13])=[CH:5][CH:4]=1.C1(P(C2C=CC=CC=2)C2C=CC=CC=2)C=CC=CC=1.[Br:50]C(Br)(Br)Br.O. The catalyst is ClCCl. The product is [Br:50][CH2:2][C:3]1[CH:11]=[C:10]2[C:6]([C:7]([CH2:21][N:22]([CH3:30])[C:23](=[O:29])[O:24][C:25]([CH3:28])([CH3:27])[CH3:26])=[CH:8][N:9]2[S:12]([C:15]2[CH:16]=[N:17][CH:18]=[CH:19][CH:20]=2)(=[O:14])=[O:13])=[CH:5][CH:4]=1. The yield is 0.700.